This data is from Reaction yield outcomes from USPTO patents with 853,638 reactions. The task is: Predict the reaction yield, written as a fraction of the theoretical maximum amount of product (1.0 means a 100% yield; for example, 0.34 means a 34% yield). (1) The reactants are [Br:1][C:2]1[C:3](=[O:10])[N:4]([CH3:9])[C:5](Cl)=[N:6][CH:7]=1.[CH:11]1([CH2:14][NH2:15])[CH2:13][CH2:12]1.C([O-])(O)=O.[Na+]. The catalyst is CCCCO.CCOC(C)=O. The product is [Br:1][C:2]1[C:3](=[O:10])[N:4]([CH3:9])[C:5]([NH:15][CH2:14][CH:11]2[CH2:13][CH2:12]2)=[N:6][CH:7]=1. The yield is 0.980. (2) The reactants are [C:1]([C:3]([C:6]1[CH:7]=[C:8]([CH:12]=[CH:13][CH:14]=1)[C:9]([OH:11])=O)([CH3:5])[CH3:4])#[N:2].C(Cl)(=O)C(Cl)=O.O1CCCC1.[NH2:26][C:27]1[CH:28]=[CH:29][C:30]([Br:49])=[C:31]([CH:48]=1)[O:32][C:33]1[CH:34]=[CH:35][C:36]2[N:37]([CH:39]=[C:40]([NH:42][C:43]([CH:45]3[CH2:47][CH2:46]3)=[O:44])[N:41]=2)[N:38]=1. The catalyst is CN(C)C=O.CN(C)C(=O)C. The product is [Br:49][C:30]1[CH:29]=[CH:28][C:27]([NH:26][C:9](=[O:11])[C:8]2[CH:12]=[CH:13][CH:14]=[C:6]([C:3]([C:1]#[N:2])([CH3:4])[CH3:5])[CH:7]=2)=[CH:48][C:31]=1[O:32][C:33]1[CH:34]=[CH:35][C:36]2[N:37]([CH:39]=[C:40]([NH:42][C:43]([CH:45]3[CH2:46][CH2:47]3)=[O:44])[N:41]=2)[N:38]=1. The yield is 0.850. (3) The reactants are [NH2:1][C:2]1[CH:7]=[CH:6][C:5]([C:8]2[O:12][C:11]([C@H:13]([NH:24][C:25]3[CH:32]=[CH:31][C:28]([C:29]#[N:30])=[C:27]([Cl:33])[C:26]=3[CH3:34])[C@H:14]([O:16][Si:17]([C:20]([CH3:23])([CH3:22])[CH3:21])([CH3:19])[CH3:18])[CH3:15])=[N:10][N:9]=2)=[CH:4][CH:3]=1.[C:35](Cl)(=[O:42])[C:36]1[CH:41]=[CH:40][CH:39]=[CH:38][CH:37]=1. The catalyst is C(Cl)Cl.N1C=CC=CC=1. The product is [Si:17]([O:16][C@H:14]([CH3:15])[C@H:13]([C:11]1[O:12][C:8]([C:5]2[CH:4]=[CH:3][C:2]([NH:1][C:35](=[O:42])[C:36]3[CH:41]=[CH:40][CH:39]=[CH:38][CH:37]=3)=[CH:7][CH:6]=2)=[N:9][N:10]=1)[NH:24][C:25]1[CH:32]=[CH:31][C:28]([C:29]#[N:30])=[C:27]([Cl:33])[C:26]=1[CH3:34])([C:20]([CH3:22])([CH3:23])[CH3:21])([CH3:19])[CH3:18]. The yield is 1.00. (4) The reactants are Br[C:2]1[CH:8]=[CH:7][C:5]([NH2:6])=[C:4]([CH3:9])[CH:3]=1.[CH3:10][PH:11](=[O:13])[CH3:12].P([O-])([O-])([O-])=O.[K+].[K+].[K+]. The catalyst is CN(C=O)C.C([O-])(=O)C.[Pd+2].C([O-])(=O)C.CC1(C)C2C(=C(P(C3C=CC=CC=3)C3C=CC=CC=3)C=CC=2)OC2C(P(C3C=CC=CC=3)C3C=CC=CC=3)=CC=CC1=2. The product is [CH3:10][P:11]([C:2]1[CH:8]=[CH:7][C:5]([NH2:6])=[C:4]([CH3:9])[CH:3]=1)([CH3:12])=[O:13]. The yield is 0.850. (5) The reactants are [Cl:1][C:2]1[CH:3]=[C:4]([NH:9][C:10]2[C:11]3[C:18]4[CH2:19][N:20](C(OCC)=O)[CH2:21][C:17]=4[S:16][C:12]=3[N:13]=[CH:14][N:15]=2)[CH:5]=[CH:6][C:7]=1[Cl:8].[OH-].[K+]. No catalyst specified. The product is [Cl:1][C:2]1[CH:3]=[C:4]([NH:9][C:10]2[C:11]3[C:18]4[CH2:19][NH:20][CH2:21][C:17]=4[S:16][C:12]=3[N:13]=[CH:14][N:15]=2)[CH:5]=[CH:6][C:7]=1[Cl:8]. The yield is 0.590.